Task: Regression. Given two drug SMILES strings and cell line genomic features, predict the synergy score measuring deviation from expected non-interaction effect.. Dataset: Merck oncology drug combination screen with 23,052 pairs across 39 cell lines (1) Drug 1: N.N.O=C(O)C1(C(=O)O)CCC1.[Pt]. Drug 2: COC1=C2CC(C)CC(OC)C(O)C(C)C=C(C)C(OC(N)=O)C(OC)C=CC=C(C)C(=O)NC(=CC1=O)C2=O. Cell line: SKOV3. Synergy scores: synergy=-37.3. (2) Drug 1: C#Cc1cccc(Nc2ncnc3cc(OCCOC)c(OCCOC)cc23)c1. Drug 2: Cn1c(=O)n(-c2ccc(C(C)(C)C#N)cc2)c2c3cc(-c4cnc5ccccc5c4)ccc3ncc21. Cell line: HCT116. Synergy scores: synergy=40.7.